Dataset: Full USPTO retrosynthesis dataset with 1.9M reactions from patents (1976-2016). Task: Predict the reactants needed to synthesize the given product. (1) Given the product [CH:2]1([CH2:5][O:6][C:7]2[CH:12]=[C:11]([F:13])[C:10]([O:14][CH3:15])=[CH:9][C:8]=2[C:16]2[C:17]3[NH:24][C:23]([CH3:25])=[C:22]([C:26]([NH:28][CH:29]4[CH2:30][CH2:31][N:32]([C:40](=[O:41])[C@@H:39]([OH:38])[CH3:43])[CH2:33][CH2:34]4)=[O:27])[C:18]=3[N:19]=[CH:20][N:21]=2)[CH2:4][CH2:3]1, predict the reactants needed to synthesize it. The reactants are: Cl.[CH:2]1([CH2:5][O:6][C:7]2[CH:12]=[C:11]([F:13])[C:10]([O:14][CH3:15])=[CH:9][C:8]=2[C:16]2[C:17]3[NH:24][C:23]([CH3:25])=[C:22]([C:26]([NH:28][CH:29]4[CH2:34][CH2:33][NH:32][CH2:31][CH2:30]4)=[O:27])[C:18]=3[N:19]=[CH:20][N:21]=2)[CH2:4][CH2:3]1.C([O:38][C@@H:39]([CH3:43])[C:40](Cl)=[O:41])(=O)C. (2) Given the product [NH2:10][CH:9]([CH2:14][C:15]1[CH:20]=[CH:19][CH:18]=[C:17]([O:21][CH:22]([CH3:24])[CH3:23])[CH:16]=1)[CH:8]([C:5]1[CH:4]=[CH:3][C:2]([F:1])=[CH:7][CH:6]=1)[OH:12], predict the reactants needed to synthesize it. The reactants are: [F:1][C:2]1[CH:7]=[CH:6][C:5]([CH:8]2[O:12]C(=O)[NH:10][CH:9]2[CH2:14][C:15]2[CH:20]=[CH:19][CH:18]=[C:17]([O:21][CH:22]([CH3:24])[CH3:23])[CH:16]=2)=[CH:4][CH:3]=1.[OH-].[Na+]. (3) The reactants are: CC1C[N@@]1S(C1C=CC=C(C(F)(F)F)C=1)(=O)=O.FC(F)(F)C1C=C(S(O[CH2:30][C@H:31]([C:46]2[CH:51]=[CH:50][C:49]([F:52])=[CH:48][CH:47]=2)[NH:32][S:33]([C:36]2[CH:41]=[CH:40][CH:39]=[C:38]([C:42]([F:45])([F:44])[F:43])[CH:37]=2)(=[O:35])=[O:34])(=O)=O)C=CC=1. Given the product [F:52][C:49]1[CH:48]=[CH:47][C:46]([CH:31]2[CH2:30][N@@:32]2[S:33]([C:36]2[CH:41]=[CH:40][CH:39]=[C:38]([C:42]([F:44])([F:43])[F:45])[CH:37]=2)(=[O:34])=[O:35])=[CH:51][CH:50]=1, predict the reactants needed to synthesize it. (4) Given the product [ClH:55].[C:1]([C:4]1[CH:5]=[CH:6][C:7]([C:8]([N:10]2[CH2:16][C@H:15]([NH:17][C:18](=[O:30])[C@@H:19]([NH:21][CH3:22])[CH3:20])[C:14](=[O:31])[N:13]([CH2:32][C:33]3[C:42]4[C:37](=[CH:38][CH:39]=[CH:40][CH:41]=4)[CH:36]=[CH:35][C:34]=3[O:43][CH2:44][C:45]([F:48])([F:47])[F:46])[C:12]3[CH:49]=[CH:50][CH:51]=[CH:52][C:11]2=3)=[O:9])=[CH:53][CH:54]=1)(=[O:3])[CH3:2], predict the reactants needed to synthesize it. The reactants are: [C:1]([C:4]1[CH:54]=[CH:53][C:7]([C:8]([N:10]2[CH2:16][C@H:15]([NH:17][C:18](=[O:30])[C@@H:19]([N:21](C)[C:22](=O)OC(C)(C)C)[CH3:20])[C:14](=[O:31])[N:13]([CH2:32][C:33]3[C:42]4[C:37](=[CH:38][CH:39]=[CH:40][CH:41]=4)[CH:36]=[CH:35][C:34]=3[O:43][CH2:44][C:45]([F:48])([F:47])[F:46])[C:12]3[CH:49]=[CH:50][CH:51]=[CH:52][C:11]2=3)=[O:9])=[CH:6][CH:5]=1)(=[O:3])[CH3:2].[ClH:55]. (5) Given the product [CH2:14]([O:21][C:22]([N:2]1[CH2:3][CH2:4][C:5]2[C:13]3[C:8](=[CH:9][CH:10]=[CH:11][CH:12]=3)[NH:7][C:6]=2[CH2:1]1)=[O:23])[C:15]1[CH:20]=[CH:19][CH:18]=[CH:17][CH:16]=1, predict the reactants needed to synthesize it. The reactants are: [CH2:1]1[C:6]2[NH:7][C:8]3[C:13]([C:5]=2[CH2:4][CH2:3][NH:2]1)=[CH:12][CH:11]=[CH:10][CH:9]=3.[CH2:14]([O:21][C:22](ON1C(=O)CCC1=O)=[O:23])[C:15]1[CH:20]=[CH:19][CH:18]=[CH:17][CH:16]=1.C(N(CC)CC)C.O.